This data is from Peptide-MHC class I binding affinity with 185,985 pairs from IEDB/IMGT. The task is: Regression. Given a peptide amino acid sequence and an MHC pseudo amino acid sequence, predict their binding affinity value. This is MHC class I binding data. (1) The peptide sequence is AENLWVTVM. The MHC is Mamu-A11 with pseudo-sequence Mamu-A11. The binding affinity (normalized) is 0.518. (2) The peptide sequence is LMRTNFLIK. The MHC is HLA-B57:01 with pseudo-sequence HLA-B57:01. The binding affinity (normalized) is 0.0847. (3) The peptide sequence is ALLALNDMGK. The MHC is HLA-A11:01 with pseudo-sequence HLA-A11:01. The binding affinity (normalized) is 0.512. (4) The binding affinity (normalized) is 0.00453. The peptide sequence is NISGQSPAR. The MHC is HLA-A11:01 with pseudo-sequence HLA-A11:01. (5) The peptide sequence is ISGIGTFLHY. The MHC is HLA-A31:01 with pseudo-sequence HLA-A31:01. The binding affinity (normalized) is 0.